This data is from Forward reaction prediction with 1.9M reactions from USPTO patents (1976-2016). The task is: Predict the product of the given reaction. (1) Given the reactants CN(C(ON1N=NC2C=CC=NC1=2)=[N+](C)C)C.F[P-](F)(F)(F)(F)F.[F:25][C:26]1[CH:27]=[C:28]([NH:37][C:38]([C@@H:40]2[NH:49][CH2:48][CH2:47][C:46]3[N:45]=[C:44]([O:50][CH3:51])[CH:43]=[CH:42][C:41]2=3)=[O:39])[CH:29]=[C:30]([F:36])[C:31]=1[Si:32]([CH3:35])([CH3:34])[CH3:33].CCN(C(C)C)C(C)C.[C@H:61]1([C:68](O)=[O:69])[CH2:64][C@@H:63]([C:65]([OH:67])=[O:66])[CH2:62]1.C(=O)([O-])O.[Na+], predict the reaction product. The product is: [F:36][C:30]1[CH:29]=[C:28]([NH:37][C:38]([C@@H:40]2[N:49]([C:68]([C@@H:61]3[CH2:64][C@H:63]([C:65]([OH:67])=[O:66])[CH2:62]3)=[O:69])[CH2:48][CH2:47][C:46]3[N:45]=[C:44]([O:50][CH3:51])[CH:43]=[CH:42][C:41]2=3)=[O:39])[CH:27]=[C:26]([F:25])[C:31]=1[Si:32]([CH3:35])([CH3:34])[CH3:33]. (2) Given the reactants [Cl:1][C:2]1[CH:25]=[CH:24][C:5]([CH2:6][N:7]2[C:12](=[O:13])[C:11]([Br:14])=[N:10][N:9]([C:15]3[CH:20]=[CH:19][CH:18]=[CH:17][C:16]=3[O:21]C)[C:8]2=[O:23])=[CH:4][CH:3]=1.B(Br)(Br)Br, predict the reaction product. The product is: [Cl:1][C:2]1[CH:3]=[CH:4][C:5]([CH2:6][N:7]2[C:12](=[O:13])[C:11]([Br:14])=[N:10][N:9]([C:15]3[CH:20]=[CH:19][CH:18]=[CH:17][C:16]=3[OH:21])[C:8]2=[O:23])=[CH:24][CH:25]=1. (3) Given the reactants [Br:1][C:2]1[CH:10]=[N:9][CH:8]=[CH:7][C:3]=1[C:4]([OH:6])=O.N1C2C(=CC=CC=2)CCC1.[O:21]1[C:26]2[CH:27]=[CH:28][CH:29]=[CH:30][C:25]=2[NH:24][CH2:23][CH2:22]1, predict the reaction product. The product is: [Br:1][C:2]1[CH:10]=[N:9][CH:8]=[CH:7][C:3]=1[C:4]([N:24]1[C:25]2[CH:30]=[CH:29][CH:28]=[CH:27][C:26]=2[O:21][CH2:22][CH2:23]1)=[O:6]. (4) Given the reactants O.NN.[NH2:4][C:5]1[C:14]2[N:15]=[C:16]([CH2:29][O:30][N:31]3C(=O)C4C(=CC=CC=4)C3=O)[N:17]([CH2:18][CH2:19][CH2:20][NH:21][C:22](=[O:28])[O:23][C:24]([CH3:27])([CH3:26])[CH3:25])[C:13]=2[C:12]2[CH:11]=[CH:10][CH:9]=[CH:8][C:7]=2[N:6]=1, predict the reaction product. The product is: [NH2:4][C:5]1[C:14]2[N:15]=[C:16]([CH2:29][O:30][NH2:31])[N:17]([CH2:18][CH2:19][CH2:20][NH:21][C:22](=[O:28])[O:23][C:24]([CH3:27])([CH3:26])[CH3:25])[C:13]=2[C:12]2[CH:11]=[CH:10][CH:9]=[CH:8][C:7]=2[N:6]=1.